From a dataset of Full USPTO retrosynthesis dataset with 1.9M reactions from patents (1976-2016). Predict the reactants needed to synthesize the given product. (1) The reactants are: Cl.C(OC(N1CCCC(C2C=NC(NC3N=CC4C(C)=C(Br)C(=O)N(C5CCCC5)C=4N=3)=CC=2)CC1)=O)(C)(C)C.Cl.[Br:42][C:43]1[C:66](=[O:67])[N:65]([CH:68]2[CH2:72][CH2:71][CH2:70][CH2:69]2)[C:46]2[N:47]=[C:48]([NH:51][C:52]3[CH:57]=[CH:56][C:55]([N:58]4[CH2:64][CH2:63][CH2:62][NH:61][CH2:60][CH2:59]4)=[CH:54][N:53]=3)[N:49]=[CH:50][C:45]=2[C:44]=1[CH3:73]. Given the product [Br:42][C:43]1[C:66](=[O:67])[N:65]([CH:68]2[CH2:69][CH2:70][CH2:71][CH2:72]2)[C:46]2[N:47]=[C:48]([NH:51][C:52]3[CH:57]=[CH:56][C:55]([N:58]4[CH2:64][CH2:63][CH2:62][NH:61][CH2:60][CH2:59]4)=[CH:54][N:53]=3)[N:49]=[CH:50][C:45]=2[C:44]=1[CH3:73], predict the reactants needed to synthesize it. (2) Given the product [C:13]([S:17][C:2]1[CH:12]=[CH:11][C:5]([C:6]([O:8][CH2:9][CH3:10])=[O:7])=[CH:4][CH:3]=1)([CH3:16])([CH3:15])[CH3:14], predict the reactants needed to synthesize it. The reactants are: F[C:2]1[CH:12]=[CH:11][C:5]([C:6]([O:8][CH2:9][CH3:10])=[O:7])=[CH:4][CH:3]=1.[C:13]([S:17][Na])([CH3:16])([CH3:15])[CH3:14]. (3) Given the product [C:1]([O:8][CH3:9])(=[O:7])/[CH:2]=[CH:3]/[C:4]([O:6][CH2:19][C:18](=[O:21])[NH:17][CH2:10][C:11]1[CH:16]=[CH:15][CH:14]=[CH:13][CH:12]=1)=[O:5], predict the reactants needed to synthesize it. The reactants are: [C:1]([O:8][CH3:9])(=[O:7])/[CH:2]=[CH:3]/[C:4]([OH:6])=[O:5].[CH2:10]([NH:17][C:18](=[O:21])[CH2:19]Cl)[C:11]1[CH:16]=[CH:15][CH:14]=[CH:13][CH:12]=1. (4) Given the product [NH2:12][CH2:13][CH2:14][CH2:15][O:16][C:17]1[CH:34]=[CH:33][C:20]2[CH2:21][CH:22]([CH2:28][C:29]([O:31][CH3:32])=[O:30])[C:23](=[O:27])[N:24]([CH3:26])[CH2:25][C:19]=2[CH:18]=1, predict the reactants needed to synthesize it. The reactants are: [N+](C1C=CC(COC([NH:12][CH2:13][CH2:14][CH2:15][O:16][C:17]2[CH:34]=[CH:33][C:20]3[CH2:21][CH:22]([CH2:28][C:29]([O:31][CH3:32])=[O:30])[C:23](=[O:27])[N:24]([CH3:26])[CH2:25][C:19]=3[CH:18]=2)=O)=CC=1)([O-])=O.[H][H]. (5) Given the product [CH3:1][O:2][C:3](=[O:34])[CH2:4][CH2:5][C@H:6]([C@@H:8]1[C@:25]2([CH3:26])[C@H:11]([C@H:12]3[C@H:22]([CH2:23][C@@H:24]2[OH:27])[C@:20]2([CH3:21])[C@@H:15]([CH2:16][C@@H:17]([O:28][CH2:35][CH2:36][OH:37])[CH2:18][CH2:19]2)[CH2:14][C@H:13]3[OH:33])[CH2:10][CH2:9]1)[CH3:7], predict the reactants needed to synthesize it. The reactants are: [CH3:1][O:2][C:3](=[O:34])[CH2:4][CH2:5][C@H:6]([C@@H:8]1[C@:25]2([CH3:26])[C@H:11]([C@H:12]3[C@H:22]([CH2:23][C@@H:24]2[OH:27])[C@:20]2([CH3:21])[C@@H:15]([CH2:16][C@@H:17]([O:28]S(C)(=O)=O)[CH2:18][CH2:19]2)[CH2:14][C@H:13]3[OH:33])[CH2:10][CH2:9]1)[CH3:7].[CH2:35](O)[CH2:36][OH:37].N1C=CC=CC=1. (6) Given the product [CH:39]1([CH2:42][N:28]2[CH2:27][CH2:26][C:12]3([N:11]([CH3:31])[CH:10]([C:7]4[CH:8]=[CH:9][C:4]([CH:1]5[CH2:3][CH2:2]5)=[CH:5][CH:6]=4)[N:14]([CH2:15][CH2:16][C:17]4[CH:22]=[CH:21][C:20]([O:23][CH3:24])=[CH:19][CH:18]=4)[C:13]3=[O:25])[CH2:30][CH2:29]2)[CH2:41][CH2:40]1, predict the reactants needed to synthesize it. The reactants are: [CH:1]1([C:4]2[CH:9]=[CH:8][C:7]([CH:10]3[N:14]([CH2:15][CH2:16][C:17]4[CH:22]=[CH:21][C:20]([O:23][CH3:24])=[CH:19][CH:18]=4)[C:13](=[O:25])[C:12]4([CH2:30][CH2:29][NH:28][CH2:27][CH2:26]4)[N:11]3[CH3:31])=[CH:6][CH:5]=2)[CH2:3][CH2:2]1.C(O)(C(F)(F)F)=O.[CH:39]1([CH:42]=O)[CH2:41][CH2:40]1.C(O[BH-](OC(=O)C)OC(=O)C)(=O)C.[Na+]. (7) Given the product [Cl:19][C:5]1[C:6]([NH:8][C@@H:9]2[C@@H:14]3[CH2:15][C@@H:11]([CH:12]=[CH:13]3)[C@@H:10]2[C:16]([NH2:18])=[O:17])=[N:7][C:2]([NH:20][C:21]2[CH:22]=[N:23][N:24]([C@H:26]3[CH2:30][CH2:29][NH:28][CH2:27]3)[CH:25]=2)=[N:3][CH:4]=1, predict the reactants needed to synthesize it. The reactants are: Cl[C:2]1[N:7]=[C:6]([NH:8][C@@H:9]2[C@@H:14]3[CH2:15][C@@H:11]([CH:12]=[CH:13]3)[C@@H:10]2[C:16]([NH2:18])=[O:17])[C:5]([Cl:19])=[CH:4][N:3]=1.[NH2:20][C:21]1[CH:22]=[N:23][N:24]([C@H:26]2[CH2:30][CH2:29][N:28](C(OC(C)(C)C)=O)[CH2:27]2)[CH:25]=1. (8) Given the product [N+:18]([C:21]1[CH:22]=[CH:23][C:24]([C:25]([O:27][C@:28]([C:29]2[N:3]=[N:2][N:1]([CH2:4][C:5]3[CH:14]=[C:13]4[C:8]([C:9]([Cl:17])=[CH:10][C:11]([C:15]#[N:16])=[N:12]4)=[CH:7][CH:6]=3)[CH:30]=2)([CH2:31][CH3:32])[C:33]([F:34])([F:35])[F:36])=[O:26])=[CH:37][CH:38]=1)([O-:20])=[O:19], predict the reactants needed to synthesize it. The reactants are: [N:1]([CH2:4][C:5]1[CH:14]=[C:13]2[C:8]([C:9]([Cl:17])=[CH:10][C:11]([C:15]#[N:16])=[N:12]2)=[CH:7][CH:6]=1)=[N+:2]=[N-:3].[N+:18]([C:21]1[CH:38]=[CH:37][C:24]([C:25]([O:27][C@@:28]([C:33]([F:36])([F:35])[F:34])([CH2:31][CH3:32])[C:29]#[CH:30])=[O:26])=[CH:23][CH:22]=1)([O-:20])=[O:19].CCN(C(C)C)C(C)C. (9) Given the product [CH3:20][O:19][C:16]1[CH:17]=[CH:18][C:13]([C:11]([C:10]2[CH:9]=[CH:8][C:7]([O:6][CH3:5])=[CH:22][CH:21]=2)([OH:12])[CH2:1][CH3:2])=[CH:14][CH:15]=1, predict the reactants needed to synthesize it. The reactants are: [CH2:1]([Mg]Cl)[CH3:2].[CH3:5][O:6][C:7]1[CH:22]=[CH:21][C:10]([C:11]([C:13]2[CH:18]=[CH:17][C:16]([O:19][CH3:20])=[CH:15][CH:14]=2)=[O:12])=[CH:9][CH:8]=1.[Cl-].[NH4+].